Task: Predict the product of the given reaction.. Dataset: Forward reaction prediction with 1.9M reactions from USPTO patents (1976-2016) The product is: [C:45]([O:43][CH2:42][C@:11]12[O:24][C@:14]([C:25]3[CH:30]=[CH:29][C:28]([Cl:31])=[C:27]([CH2:32][C:33]4[CH:34]=[CH:35][C:36]([O:39][CH2:40][CH3:41])=[CH:37][CH:38]=4)[CH:26]=3)([O:13][CH2:12]1)[C@H:15]([O:16][CH2:17][C:18]1[CH:19]=[CH:20][CH:21]=[CH:22][CH:23]=1)[C@@H:9]([O:8][CH2:1][C:2]1[CH:7]=[CH:6][CH:5]=[CH:4][CH:3]=1)[C:10]2=[O:44])(=[O:47])[CH3:46]. Given the reactants [CH2:1]([O:8][C@@H:9]1[C@@H:15]([O:16][CH2:17][C:18]2[CH:23]=[CH:22][CH:21]=[CH:20][CH:19]=2)[C@:14]2([C:25]3[CH:30]=[CH:29][C:28]([Cl:31])=[C:27]([CH2:32][C:33]4[CH:38]=[CH:37][C:36]([O:39][CH2:40][CH3:41])=[CH:35][CH:34]=4)[CH:26]=3)[O:24][C@@:11]([CH2:42][OH:43])([CH2:12][O:13]2)[C:10]1=[O:44])[C:2]1[CH:7]=[CH:6][CH:5]=[CH:4][CH:3]=1.[C:45](OC(=O)C)(=[O:47])[CH3:46].C(N(CC)CC)C, predict the reaction product.